Dataset: Forward reaction prediction with 1.9M reactions from USPTO patents (1976-2016). Task: Predict the product of the given reaction. Given the reactants [F:1][C:2]1[CH:3]=[CH:4][C:5]([CH3:9])=[C:6]([OH:8])[CH:7]=1.[CH2:10]([O:12][C:13](=[O:16])[CH2:14]Br)[CH3:11].C([O-])([O-])=O.[K+].[K+], predict the reaction product. The product is: [CH2:10]([O:12][C:13](=[O:16])[CH2:14][O:8][C:6]1[CH:7]=[C:2]([F:1])[CH:3]=[CH:4][C:5]=1[CH3:9])[CH3:11].